From a dataset of Reaction yield outcomes from USPTO patents with 853,638 reactions. Predict the reaction yield, written as a fraction of the theoretical maximum amount of product (1.0 means a 100% yield; for example, 0.34 means a 34% yield). (1) The reactants are [N+:1]([C:4]1[CH:5]=[CH:6][C:7]([O:10][CH2:11][C:12]([F:17])([F:16])[CH:13]([F:15])[F:14])=[N:8][CH:9]=1)([O-])=O. The catalyst is CO.[Pd]. The product is [F:17][C:12]([F:16])([CH:13]([F:15])[F:14])[CH2:11][O:10][C:7]1[N:8]=[CH:9][C:4]([NH2:1])=[CH:5][CH:6]=1. The yield is 0.500. (2) The reactants are [CH3:1][N:2]1[C:6](=O)[CH2:5][CH2:4][N:3]1[C:8]([O:10][C:11]([CH3:14])([CH3:13])[CH3:12])=[O:9].CO. The catalyst is ClCCl. The product is [CH3:1][N:2]1[CH2:6][CH2:5][CH2:4][N:3]1[C:8]([O:10][C:11]([CH3:14])([CH3:13])[CH3:12])=[O:9]. The yield is 0.527.